This data is from hERG channel blocking data for cardiac toxicity assessment. The task is: Regression/Classification. Given a drug SMILES string, predict its toxicity properties. Task type varies by dataset: regression for continuous values (e.g., LD50, hERG inhibition percentage) or binary classification for toxic/non-toxic outcomes (e.g., AMES mutagenicity, cardiotoxicity, hepatotoxicity). Dataset: herg. (1) The molecule is CC(C)(C)[C@@H](N)C(=O)N1CC(c2cc(F)ccc2F)=C[C@H]1c1ccccc1. The result is 1 (blocker). (2) The result is 1 (blocker). The molecule is Cc1cccc(C)c1NC(=O)CC12CCC[NH+]1CCC2. (3) The compound is CCCC(C)C1(CC)C(=O)NC(=S)NC1=O. The result is 1 (blocker). (4) The compound is Cc1cccc(C)c1OC[C@@H](C)[NH3+]. The result is 1 (blocker). (5) The drug is NC(N)=[NH+]c1nc(CSCC/C(N)=[NH+]/S(N)(=O)=O)cs1. The result is 1 (blocker). (6) The compound is CO[C@]12CC[C@@]3(C[C@@H]1[C@@](C)(O)C(C)(C)C)[C@H]1Cc4ccc(O)c5c4[C@@]3(CC[NH+]1CC1CC1)[C@H]2O5. The result is 1 (blocker). (7) The molecule is COC(=O)C1=CC[C@@H]2CC[C@@H]1[NH+]2C. The result is 0 (non-blocker).